Dataset: Peptide-MHC class I binding affinity with 185,985 pairs from IEDB/IMGT. Task: Regression. Given a peptide amino acid sequence and an MHC pseudo amino acid sequence, predict their binding affinity value. This is MHC class I binding data. The MHC is HLA-A02:01 with pseudo-sequence HLA-A02:01. The peptide sequence is ELWKDVDRI. The binding affinity (normalized) is 0.317.